This data is from Peptide-MHC class I binding affinity with 185,985 pairs from IEDB/IMGT. The task is: Regression. Given a peptide amino acid sequence and an MHC pseudo amino acid sequence, predict their binding affinity value. This is MHC class I binding data. (1) The peptide sequence is MMQDREDQSI. The MHC is HLA-A02:06 with pseudo-sequence HLA-A02:06. The binding affinity (normalized) is 0.341. (2) The peptide sequence is LYIAENGEL. The MHC is HLA-A23:01 with pseudo-sequence HLA-A23:01. The binding affinity (normalized) is 0.490. (3) The peptide sequence is SLFSWLHL. The MHC is H-2-Db with pseudo-sequence H-2-Db. The binding affinity (normalized) is 0.104. (4) The peptide sequence is WSFLEDRVY. The MHC is HLA-B07:02 with pseudo-sequence HLA-B07:02. The binding affinity (normalized) is 0.0847. (5) The peptide sequence is MLNNSFYYM. The MHC is HLA-B07:02 with pseudo-sequence HLA-B07:02. The binding affinity (normalized) is 0.259. (6) The peptide sequence is FALLSLDQI. The MHC is H-2-Kb with pseudo-sequence H-2-Kb. The binding affinity (normalized) is 0.424.